Task: Predict the reaction yield, written as a fraction of the theoretical maximum amount of product (1.0 means a 100% yield; for example, 0.34 means a 34% yield).. Dataset: Reaction yield outcomes from USPTO patents with 853,638 reactions (1) The reactants are [Cl:1][C:2]1[CH:7]=[C:6]([Cl:8])[N:5]=[C:4]([NH2:9])[N:3]=1.[C:10](Cl)(=[O:12])[CH3:11].O. The catalyst is C(O)(=O)C. The product is [Cl:1][C:2]1[CH:7]=[C:6]([Cl:8])[N:5]=[C:4]([NH:9][C:10](=[O:12])[CH3:11])[N:3]=1. The yield is 0.790. (2) The reactants are [C:1]1([C:24]2[CH:29]=[CH:28][CH:27]=[CH:26][CH:25]=2)[C:2]([C:7]([C:9]2[O:10][C:11]3[CH:23]=[CH:22][CH:21]=[CH:20][C:12]=3[C:13]=2[CH2:14][C:15]([O:17]CC)=[O:16])=[O:8])=[CH:3][CH:4]=[CH:5][CH:6]=1.C1COCC1.CO.[OH-].[K+]. The catalyst is O.CCOCC. The product is [C:1]1([C:24]2[CH:29]=[CH:28][CH:27]=[CH:26][CH:25]=2)[C:2]([C:7]([C:9]2[O:10][C:11]3[CH:23]=[CH:22][CH:21]=[CH:20][C:12]=3[C:13]=2[CH2:14][C:15]([OH:17])=[O:16])=[O:8])=[CH:3][CH:4]=[CH:5][CH:6]=1. The yield is 0.913. (3) The reactants are [CH3:1][C:2]1[CH:22]=[CH:21][CH:20]=[CH:19][C:3]=1[CH2:4][O:5][C:6]1[CH:11]=[CH:10][C:9]([CH:12]([C:16]#[C:17][CH3:18])[CH2:13][C:14]#[N:15])=[CH:8][CH:7]=1.[N-:23]=[N+:24]=[N-:25].[Na+].[Cl-].[NH4+].O. The catalyst is CN(C=O)C. The product is [CH3:1][C:2]1[CH:22]=[CH:21][CH:20]=[CH:19][C:3]=1[CH2:4][O:5][C:6]1[CH:11]=[CH:10][C:9]([CH:12]([C:16]#[C:17][CH3:18])[CH2:13][C:14]2[NH:25][N:24]=[N:23][N:15]=2)=[CH:8][CH:7]=1. The yield is 0.0300. (4) The reactants are [CH3:1][N:2]1[C:29]2[C:24](=[CH:25][C:26]([C:30]([OH:32])=O)=[CH:27][CH:28]=2)[C:4]2([CH2:9][CH2:8][N:7]([C:10](=[O:23])/[CH:11]=[CH:12]/[C:13]3[CH:18]=[CH:17][CH:16]=[CH:15][C:14]=3[C:19]([F:22])([F:21])[F:20])[CH2:6][CH2:5]2)[C:3]1=[O:33].[CH3:34][N:35]1[CH2:40][CH2:39][NH:38][CH2:37][CH2:36]1.C1C=CC2N(O)N=NC=2C=1.CCN=C=NCCCN(C)C.CCN(C(C)C)C(C)C. The catalyst is C(Cl)Cl. The product is [CH3:1][N:2]1[C:29]2[C:24](=[CH:25][C:26]([C:30]([N:38]3[CH2:39][CH2:40][N:35]([CH3:34])[CH2:36][CH2:37]3)=[O:32])=[CH:27][CH:28]=2)[C:4]2([CH2:9][CH2:8][N:7]([C:10](=[O:23])/[CH:11]=[CH:12]/[C:13]3[CH:18]=[CH:17][CH:16]=[CH:15][C:14]=3[C:19]([F:22])([F:21])[F:20])[CH2:6][CH2:5]2)[C:3]1=[O:33]. The yield is 0.570. (5) The reactants are C(N(CC)CC)C.[CH3:8][S:9](Cl)(=[O:11])=[O:10].[Cl:13][C:14]1[CH:15]=[C:16]([C:20]2[O:24][N:23]=[C:22]([CH2:25][OH:26])[CH:21]=2)[CH:17]=[CH:18][CH:19]=1. The catalyst is ClCCl. The product is [Cl:13][C:14]1[CH:15]=[C:16]([C:20]2[O:24][N:23]=[C:22]([CH2:25][O:26][S:9]([CH3:8])(=[O:11])=[O:10])[CH:21]=2)[CH:17]=[CH:18][CH:19]=1. The yield is 1.00. (6) The reactants are [NH2:1][C:2]1[CH:7]=[CH:6][CH:5]=[CH:4][CH:3]=1.[H-].[Na+].[CH2:10]([O:12][C:13](=[O:29])[CH2:14][C@H:15]1[C:23]2[C:18](=[CH:19][C:20]([O:24][CH2:25][CH2:26][CH2:27]Br)=[CH:21][CH:22]=2)[CH2:17][CH2:16]1)[CH3:11].[NH4+].[Cl-]. The catalyst is CN(C=O)C. The product is [NH:1]([CH2:27][CH2:26][CH2:25][O:24][C:20]1[CH:19]=[C:18]2[C:23](=[CH:22][CH:21]=1)[C@H:15]([CH2:14][C:13]([O:12][CH2:10][CH3:11])=[O:29])[CH2:16][CH2:17]2)[C:2]1[CH:7]=[CH:6][CH:5]=[CH:4][CH:3]=1. The yield is 0.0900.